Predict the reaction yield, written as a fraction of the theoretical maximum amount of product (1.0 means a 100% yield; for example, 0.34 means a 34% yield). From a dataset of Reaction yield outcomes from USPTO patents with 853,638 reactions. (1) The reactants are [F:1][C:2]1[CH:7]=[CH:6][C:5]([N:8]2[CH:13]=[C:12]([CH3:14])[CH:11]=[C:10]([C:15]([O:17][CH2:18][CH3:19])=[O:16])[C:9]2=[O:20])=[CH:4][CH:3]=1.C1C(=O)N(Br)C(=O)C1.CC(N=NC(C#N)(C)C)(C#N)C.[NH:41]1[CH2:46][CH2:45][O:44][CH2:43][CH2:42]1.C([O-])([O-])=O.[K+].[K+]. The catalyst is C(Cl)(Cl)(Cl)Cl.CO. The product is [F:1][C:2]1[CH:7]=[CH:6][C:5]([N:8]2[CH:13]=[C:12]([CH2:14][N:41]3[CH2:46][CH2:45][O:44][CH2:43][CH2:42]3)[CH:11]=[C:10]([C:15]([O:17][CH2:18][CH3:19])=[O:16])[C:9]2=[O:20])=[CH:4][CH:3]=1. The yield is 0.470. (2) The reactants are [C:1]([Br:5])(Br)(Br)[Br:2].C1(P(C2C=CC=CC=2)C2C=CC=CC=2)C=CC=CC=1.[F:25][C:26]1[CH:27]=[C:28]([CH:31]=[CH:32][CH:33]=1)[CH:29]=O. The catalyst is C(Cl)Cl. The product is [Br:2][C:1]([Br:5])=[CH:29][C:28]1[CH:31]=[CH:32][CH:33]=[C:26]([F:25])[CH:27]=1. The yield is 1.00. (3) The reactants are [O:1]1[C:5]2[CH:6]=[CH:7][C:8]([NH:10][C:11]3[C:16]([NH2:17])=[CH:15][CH:14]=[CH:13][N:12]=3)=[CH:9][C:4]=2[O:3][CH2:2]1.[CH3:18][C:19]([CH3:21])=O.C(O[BH-](OC(=O)C)OC(=O)C)(=O)C.[Na+].C(O)(=O)C. The catalyst is ClCCl. The product is [O:1]1[C:5]2[CH:6]=[CH:7][C:8]([NH:10][C:11]3[C:16]([NH:17][CH:19]([CH3:21])[CH3:18])=[CH:15][CH:14]=[CH:13][N:12]=3)=[CH:9][C:4]=2[O:3][CH2:2]1. The yield is 0.780. (4) The reactants are [Cl:1][C:2]1[CH:15]=[C:14]([Cl:16])[C:13]([O:17][C:18]2[N:22]([CH3:23])[N:21]=[C:20]([CH3:24])[C:19]=2[CH:25]=[O:26])=[CH:12][C:3]=1[O:4][CH:5]([CH3:11])[C:6]([O:8]CC)=[O:7].Cl. The catalyst is O1CCCC1.C(O)C.[OH-].[Na+]. The product is [Cl:1][C:2]1[CH:15]=[C:14]([Cl:16])[C:13]([O:17][C:18]2[N:22]([CH3:23])[N:21]=[C:20]([CH3:24])[C:19]=2[CH:25]=[O:26])=[CH:12][C:3]=1[O:4][CH:5]([CH3:11])[C:6]([OH:8])=[O:7]. The yield is 0.790.